Predict the product of the given reaction. From a dataset of Forward reaction prediction with 1.9M reactions from USPTO patents (1976-2016). (1) Given the reactants C([C:4]1[C:8]([C:9]2[CH:14]=[CH:13][CH:12]=[CH:11][CH:10]=2)=[N:7][N:6]2[CH2:15][CH2:16][CH2:17][C:5]=12)(O)=O.[Br:18]N1C(=O)CCC1=O, predict the reaction product. The product is: [Br:18][C:4]1[C:8]([C:9]2[CH:14]=[CH:13][CH:12]=[CH:11][CH:10]=2)=[N:7][N:6]2[CH2:15][CH2:16][CH2:17][C:5]=12. (2) Given the reactants S(=O)(=O)(O)O.[Cl-].[Na+].[F:8][C:9]1[CH:14]=[CH:13][C:12]([CH2:15][C:16]([NH:18][NH:19][C:20](=[S:22])[NH2:21])=O)=[CH:11][CH:10]=1.[OH-].[Na+], predict the reaction product. The product is: [F:8][C:9]1[CH:14]=[CH:13][C:12]([CH2:15][C:16]2[S:22][C:20]([NH2:21])=[N:19][N:18]=2)=[CH:11][CH:10]=1.